Dataset: Full USPTO retrosynthesis dataset with 1.9M reactions from patents (1976-2016). Task: Predict the reactants needed to synthesize the given product. (1) The reactants are: ON1C2C=CC=CC=2N=N1.CN1CCOCC1.Cl.CN(C)CCCN=C=NCC.[NH2:30][CH:31]([C:33]1[C:34](=[O:50])[NH:35][C:36]([CH2:39][C:40]2[CH:45]=[CH:44][C:43]([O:46][CH3:47])=[C:42]([O:48][CH3:49])[CH:41]=2)=[N:37][N:38]=1)[CH3:32].[C:51]([CH:54]([CH2:58][CH2:59][CH2:60][CH:61]1[CH2:66][CH2:65][CH2:64][CH2:63][CH2:62]1)[C:55](O)=[O:56])(=[O:53])[CH3:52]. Given the product [C:51]([CH:54]([CH2:58][CH2:59][CH2:60][CH:61]1[CH2:62][CH2:63][CH2:64][CH2:65][CH2:66]1)[C:55]([NH:30][CH:31]([C:33]1[C:34](=[O:50])[NH:35][C:36]([CH2:39][C:40]2[CH:45]=[CH:44][C:43]([O:46][CH3:47])=[C:42]([O:48][CH3:49])[CH:41]=2)=[N:37][N:38]=1)[CH3:32])=[O:56])(=[O:53])[CH3:52], predict the reactants needed to synthesize it. (2) Given the product [CH2:13]([O:15][C:16]1[C:17]([CH3:28])=[C:18]([N:22]2[C:7](=[O:6])[N:25]([CH3:26])[N:24]=[N:23]2)[CH:19]=[CH:20][CH:21]=1)[CH3:14], predict the reactants needed to synthesize it. The reactants are: S([O:6][CH3:7])(OC)(=O)=O.CN(C)C=O.[CH2:13]([O:15][C:16]1[C:17]([CH3:28])=[C:18]([N:22]2[C:26](=O)[NH:25][N:24]=[N:23]2)[CH:19]=[CH:20][CH:21]=1)[CH3:14].C(=O)([O-])[O-].[K+].[K+]. (3) Given the product [Br:1][C:2]1[CH:7]=[CH:6][CH:5]=[C:4]([O:8][CH:17]([F:25])[F:16])[N:3]=1, predict the reactants needed to synthesize it. The reactants are: [Br:1][C:2]1[CH:7]=[CH:6][CH:5]=[C:4]([OH:8])[N:3]=1.S([O-])([O-])(=O)=O.[Na+].[Na+].[F:16][C:17]([F:25])(S(F)(=O)=O)C(O)=O.C([O-])(O)=O.[Na+]. (4) Given the product [CH3:43][O:42][C:39]1[CH:40]=[CH:41][C:36]([CH2:35][O:34][C:24]2[N:23]=[C:22]([C:16]3[CH:15]=[CH:14][CH:13]=[C:12]4[C:17]=3[S:18][C:19]3[CH:20]=[CH:21][C:8]([NH:44][C:45]5[CH:50]=[CH:49][CH:48]=[CH:47][C:46]=5[NH:51][C:52](=[O:58])[O:53][C:54]([CH3:56])([CH3:55])[CH3:57])=[CH:9][C:10]=3[S:11]4)[CH:27]=[C:26]([N:28]3[CH2:29][CH2:30][O:31][CH2:32][CH2:33]3)[CH:25]=2)=[CH:37][CH:38]=1, predict the reactants needed to synthesize it. The reactants are: C(=O)([O-])[O-].[Cs+].[Cs+].I[C:8]1[CH:9]=[C:10]2[C:19](=[CH:20][CH:21]=1)[S:18][C:17]1[C:16]([C:22]3[CH:27]=[C:26]([N:28]4[CH2:33][CH2:32][O:31][CH2:30][CH2:29]4)[CH:25]=[C:24]([O:34][CH2:35][C:36]4[CH:41]=[CH:40][C:39]([O:42][CH3:43])=[CH:38][CH:37]=4)[N:23]=3)=[CH:15][CH:14]=[CH:13][C:12]=1[S:11]2.[NH2:44][C:45]1[CH:50]=[CH:49][CH:48]=[CH:47][C:46]=1[NH:51][C:52](=[O:58])[O:53][C:54]([CH3:57])([CH3:56])[CH3:55].C(=O)([O-])O.[Na+]. (5) The reactants are: C1(P(C2CCCCC2)C2C=CC=CC=2C2C(C(C)C)=CC(C(C)C)=CC=2C(C)C)CCCCC1.[O:35]1[CH2:40][CH2:39][N:38]([C:41]2[N:46]=[C:45]([NH2:47])[CH:44]=[CH:43][CH:42]=2)[CH2:37][CH2:36]1.Cl[C:49]1[C:58]2[C:53](=[C:54]([Cl:59])[CH:55]=[CH:56][CH:57]=2)[N:52]=[C:51]([C:60]2[CH:65]=[CH:64][CH:63]=[CH:62][N:61]=2)[C:50]=1[CH3:66].CC(C)([O-])C.[Na+]. Given the product [Cl:59][C:54]1[CH:55]=[CH:56][CH:57]=[C:58]2[C:53]=1[N:52]=[C:51]([C:60]1[CH:65]=[CH:64][CH:63]=[CH:62][N:61]=1)[C:50]([CH3:66])=[C:49]2[NH:47][C:45]1[CH:44]=[CH:43][CH:42]=[C:41]([N:38]2[CH2:39][CH2:40][O:35][CH2:36][CH2:37]2)[N:46]=1, predict the reactants needed to synthesize it.